This data is from Full USPTO retrosynthesis dataset with 1.9M reactions from patents (1976-2016). The task is: Predict the reactants needed to synthesize the given product. (1) Given the product [F:7][C:8]([F:19])([F:20])[C:9]1[CH:10]=[CH:11][C:12]([C@@H:15]2[O:5][C@H:16]2[CH2:17][OH:18])=[CH:13][CH:14]=1, predict the reactants needed to synthesize it. The reactants are: C([O:5]O)(C)(C)C.[F:7][C:8]([F:20])([F:19])[C:9]1[CH:14]=[CH:13][C:12](/[CH:15]=[CH:16]/[CH2:17][OH:18])=[CH:11][CH:10]=1.[Na+].[Cl-].[OH-].[Na+]. (2) Given the product [F:1][CH2:2][C@H:3]([C:5]1[CH:10]=[CH:9][C:8]([S:12]([Cl:11])(=[O:14])=[O:13])=[CH:7][CH:6]=1)[CH3:4], predict the reactants needed to synthesize it. The reactants are: [F:1][CH2:2][C@H:3]([C:5]1[CH:10]=[CH:9][CH:8]=[CH:7][CH:6]=1)[CH3:4].[Cl:11][S:12](O)(=[O:14])=[O:13].